From a dataset of Peptide-MHC class I binding affinity with 185,985 pairs from IEDB/IMGT. Regression. Given a peptide amino acid sequence and an MHC pseudo amino acid sequence, predict their binding affinity value. This is MHC class I binding data. (1) The peptide sequence is HYYVSRDTL. The MHC is H-2-Kd with pseudo-sequence H-2-Kd. The binding affinity (normalized) is 0.651. (2) The peptide sequence is RRFFIYYV. The MHC is HLA-B27:05 with pseudo-sequence HLA-B27:05. The binding affinity (normalized) is 0.297. (3) The peptide sequence is PTPVNIIGRNL. The MHC is HLA-B44:02 with pseudo-sequence HLA-B44:02. The binding affinity (normalized) is 0. (4) The peptide sequence is AELLPDTTY. The MHC is HLA-B45:01 with pseudo-sequence HLA-B45:01. The binding affinity (normalized) is 0.171. (5) The peptide sequence is FLDGVNLVA. The binding affinity (normalized) is 0.160. The MHC is HLA-A23:01 with pseudo-sequence HLA-A23:01. (6) The peptide sequence is VSTAPTGSW. The MHC is HLA-A66:01 with pseudo-sequence HLA-A66:01. The binding affinity (normalized) is 0.213.